This data is from Forward reaction prediction with 1.9M reactions from USPTO patents (1976-2016). The task is: Predict the product of the given reaction. Given the reactants Br[CH2:2][CH2:3][CH2:4][N:5]1[C:9](=[O:10])[CH:8]2[CH2:11][CH2:12][CH2:13][N:7]2[C:6]1=[O:14].[CH3:15][O:16][C:17]1[CH:18]=[C:19]([N:23]2[CH2:28][CH2:27][NH:26][C@@H:25]([CH3:29])[CH2:24]2)[CH:20]=[CH:21][CH:22]=1, predict the reaction product. The product is: [CH3:15][O:16][C:17]1[CH:18]=[C:19]([N:23]2[CH2:28][CH2:27][N:26]([CH2:2][CH2:3][CH2:4][N:5]3[C:9](=[O:10])[CH:8]4[CH2:11][CH2:12][CH2:13][N:7]4[C:6]3=[O:14])[C@@H:25]([CH3:29])[CH2:24]2)[CH:20]=[CH:21][CH:22]=1.